Dataset: Forward reaction prediction with 1.9M reactions from USPTO patents (1976-2016). Task: Predict the product of the given reaction. (1) Given the reactants ClCC([NH:5][C:6]1[C:19]2[C:18](=[O:20])[C:17]3[C:12](=[CH:13][CH:14]=[CH:15][C:16]=3[NH:21]C(=O)CCl)[C:11](=[O:26])[C:10]=2[CH:9]=[CH:8][CH:7]=1)=O.[N+](C1C2C(=O)C3C(=CC=CC=3[N+]([O-])=O)C(=O)C=2C=CC=1)([O-])=O.O.O.O.O.O.O.O.O.O.[S-2].[Na+].[Na+].[OH-].[Na+], predict the reaction product. The product is: [NH2:5][C:6]1[C:19]2[C:18](=[O:20])[C:17]3[C:12](=[CH:13][CH:14]=[CH:15][C:16]=3[NH2:21])[C:11](=[O:26])[C:10]=2[CH:9]=[CH:8][CH:7]=1. (2) Given the reactants ClCCl.C([O-])([O-])=O.[Cs+].[Cs+].[Cl:10][C:11]1[CH:12]=[C:13](B(O)O)[CH:14]=[CH:15][C:16]=1[O:17][CH3:18].Cl[C:23]1[N:24]=[C:25]([CH2:44][CH3:45])[C:26]2[CH2:31][CH2:30][N:29]([C:32]3[CH:37]=[CH:36][C:35]([CH2:38][C:39]([O:41][CH2:42][CH3:43])=[O:40])=[CH:34][CH:33]=3)[C:27]=2[N:28]=1, predict the reaction product. The product is: [Cl:10][C:11]1[CH:12]=[C:13]([C:23]2[N:24]=[C:25]([CH2:44][CH3:45])[C:26]3[CH2:31][CH2:30][N:29]([C:32]4[CH:33]=[CH:34][C:35]([CH2:38][C:39]([O:41][CH2:42][CH3:43])=[O:40])=[CH:36][CH:37]=4)[C:27]=3[N:28]=2)[CH:14]=[CH:15][C:16]=1[O:17][CH3:18].